From a dataset of KCNQ2 potassium channel screen with 302,405 compounds. Binary Classification. Given a drug SMILES string, predict its activity (active/inactive) in a high-throughput screening assay against a specified biological target. The compound is S(CC(=O)C(C)(C)C)c1nc(c(CCC)c(OC(=O)N(C)C)n1)C. The result is 0 (inactive).